Dataset: NCI-60 drug combinations with 297,098 pairs across 59 cell lines. Task: Regression. Given two drug SMILES strings and cell line genomic features, predict the synergy score measuring deviation from expected non-interaction effect. (1) Drug 1: C1CCN(CC1)CCOC2=CC=C(C=C2)C(=O)C3=C(SC4=C3C=CC(=C4)O)C5=CC=C(C=C5)O. Drug 2: C1CC(=O)NC(=O)C1N2C(=O)C3=CC=CC=C3C2=O. Cell line: BT-549. Synergy scores: CSS=3.80, Synergy_ZIP=-1.38, Synergy_Bliss=-2.94, Synergy_Loewe=-2.41, Synergy_HSA=-4.25. (2) Drug 1: C1CN1C2=NC(=NC(=N2)N3CC3)N4CC4. Drug 2: CN(CCCl)CCCl.Cl. Cell line: NCI-H460. Synergy scores: CSS=54.2, Synergy_ZIP=-4.77, Synergy_Bliss=-7.88, Synergy_Loewe=-9.14, Synergy_HSA=-3.54. (3) Drug 1: CC1=CC2C(CCC3(C2CCC3(C(=O)C)OC(=O)C)C)C4(C1=CC(=O)CC4)C. Drug 2: CN1C(=O)N2C=NC(=C2N=N1)C(=O)N. Cell line: 786-0. Synergy scores: CSS=-1.19, Synergy_ZIP=0.629, Synergy_Bliss=-0.689, Synergy_Loewe=-2.57, Synergy_HSA=-2.20.